This data is from Forward reaction prediction with 1.9M reactions from USPTO patents (1976-2016). The task is: Predict the product of the given reaction. (1) Given the reactants C(Cl)(=O)C(Cl)=O.CS(C)=O.[CH2:11]([N:18]([CH2:24][C:25]1[CH:30]=[CH:29][CH:28]=[CH:27][CH:26]=1)[C@@H:19]([CH2:22][CH3:23])[CH2:20][OH:21])[C:12]1[CH:17]=[CH:16][CH:15]=[CH:14][CH:13]=1.C(N(C(C)C)CC)(C)C, predict the reaction product. The product is: [CH2:24]([N:18]([CH2:11][C:12]1[CH:13]=[CH:14][CH:15]=[CH:16][CH:17]=1)[C@@H:19]([CH2:22][CH3:23])[CH:20]=[O:21])[C:25]1[CH:26]=[CH:27][CH:28]=[CH:29][CH:30]=1. (2) Given the reactants [Cl:1][C:2]1[CH:29]=[CH:28][C:5]2[S:6][CH:7]=[C:8]([CH2:9][N:10]3[C:18]4[C:13](=[CH:14][CH:15]=[CH:16][CH:17]=4)[C:12]([CH2:19][C:20]#[N:21])=[C:11]3[C:22]3[CH:27]=[CH:26][CH:25]=[CH:24][CH:23]=3)[C:4]=2[CH:3]=1.[Si]([N:34]=[N+:35]=[N-:36])(C)(C)C.Cl, predict the reaction product. The product is: [NH:34]1[C:20]([CH2:19][C:12]2[C:13]3[C:18](=[CH:17][CH:16]=[CH:15][CH:14]=3)[N:10]([CH2:9][C:8]3[C:4]4[CH:3]=[C:2]([Cl:1])[CH:29]=[CH:28][C:5]=4[S:6][CH:7]=3)[C:11]=2[C:22]2[CH:23]=[CH:24][CH:25]=[CH:26][CH:27]=2)=[N:21][N:36]=[N:35]1. (3) Given the reactants [CH3:1][C:2]1[CH:7]=[CH:6][N:5]=[CH:4][C:3]=1[N:8]1[CH2:12][CH2:11][NH:10][C:9]1=[O:13].C(OC([N:21]1[C:30]2[C:25](=[CH:26][C:27](Br)=[CH:28][CH:29]=2)[CH2:24][CH2:23][C:22]1=[O:32])=O)(C)(C)C.N[C@@H]1CCCC[C@H]1N.C(=O)([O-])[O-].[K+].[K+], predict the reaction product. The product is: [CH3:1][C:2]1[CH:7]=[CH:6][N:5]=[CH:4][C:3]=1[N:8]1[CH2:12][CH2:11][N:10]([C:27]2[CH:26]=[C:25]3[C:30](=[CH:29][CH:28]=2)[NH:21][C:22](=[O:32])[CH2:23][CH2:24]3)[C:9]1=[O:13].